From a dataset of Reaction yield outcomes from USPTO patents with 853,638 reactions. Predict the reaction yield, written as a fraction of the theoretical maximum amount of product (1.0 means a 100% yield; for example, 0.34 means a 34% yield). (1) The yield is 0.670. The product is [N:9]1([C:6]2[CH:5]=[CH:4][N:3]=[C:2]([NH2:1])[N:7]=2)[CH2:13][CH2:12][CH2:11][CH2:10]1. The catalyst is CO. The reactants are [NH2:1][C:2]1[N:7]=[C:6](Cl)[CH:5]=[CH:4][N:3]=1.[NH:9]1[CH2:13][CH2:12][CH2:11][CH2:10]1. (2) The reactants are [Cl:1][C:2]1[N:7]=[C:6]([C:8](C)(C(OCC)=O)[C:9](OCC)=O)[C:5]([F:20])=[CH:4][N:3]=1.CC(O)=O.Cl.O. The catalyst is C(Cl)Cl. The product is [Cl:1][C:2]1[N:7]=[C:6]([CH2:8][CH3:9])[C:5]([F:20])=[CH:4][N:3]=1. The yield is 0.210. (3) The reactants are [C:1]([OH:8])(=O)[CH2:2][CH2:3][CH2:4][C:5]#[CH:6].C(N(CC)CC)C.CC(C)(C)C(Cl)=O.[Cl-].[Li+].[CH2:25]([C@H:32]1[CH2:36][O:35][C:34](=[O:37])[NH:33]1)[C:26]1[CH:31]=[CH:30][CH:29]=[CH:28][CH:27]=1. The catalyst is O1CCCC1. The product is [CH2:25]([C@H:32]1[CH2:36][O:35][C:34](=[O:37])[N:33]1[C:1](=[O:8])[CH2:2][CH2:3][CH2:4][C:5]#[CH:6])[C:26]1[CH:27]=[CH:28][CH:29]=[CH:30][CH:31]=1. The yield is 0.930. (4) No catalyst specified. The product is [F:15][C:11]1[CH:12]=[CH:13][CH:14]=[C:9]([F:8])[C:10]=1[N:16]1[C:21]2[N:22]=[C:23]([NH:34][CH2:35][C:36]([N:2]([CH3:3])[CH3:1])=[O:38])[N:24]=[C:25]([C:26]3[CH:31]=[CH:30][C:29]([F:32])=[CH:28][C:27]=3[CH3:33])[C:20]=2[CH:19]=[CH:18][C:17]1=[O:40]. The yield is 0.540. The reactants are [CH3:1][NH:2][CH3:3].C[Al](C)C.[F:8][C:9]1[CH:14]=[CH:13][CH:12]=[C:11]([F:15])[C:10]=1[N:16]1[C:21]2[N:22]=[C:23]([NH:34][CH2:35][C:36]([O:38]C)=O)[N:24]=[C:25]([C:26]3[CH:31]=[CH:30][C:29]([F:32])=[CH:28][C:27]=3[CH3:33])[C:20]=2[CH:19]=[CH:18][C:17]1=[O:40]. (5) The reactants are [OH:1][C:2]1[CH:9]=[C:8]([O:10][CH3:11])[CH:7]=[CH:6][C:3]=1[CH:4]=[O:5].[Br:12]Br. The catalyst is ClCCl. The product is [Br:12][C:7]1[C:8]([O:10][CH3:11])=[CH:9][C:2]([OH:1])=[C:3]([CH:6]=1)[CH:4]=[O:5]. The yield is 0.800. (6) The reactants are Cl[C@H:2]1[C@H:6]([Cl:7])[C:5]2[CH:8]=[CH:9][C:10]([C:12]([O:14][CH3:15])=[O:13])=[CH:11][C:4]=2[O:3]1.[C:16]([O-])([O-])=O.[K+].[K+]. The catalyst is CCO. The product is [Cl:7][C:6]1[C:5]2[CH:8]=[CH:9][C:10]([C:12]([O:14][CH2:15][CH3:16])=[O:13])=[CH:11][C:4]=2[O:3][CH:2]=1. The yield is 0.580. (7) The reactants are [C:1]([CH2:4][CH2:5][CH2:6][O:7][C:8]1[CH:13]=[CH:12][C:11]([S:14]([C:17]2([C:23]([O:25]C(C)(C)C)=O)[CH2:22][CH2:21][O:20][CH2:19][CH2:18]2)(=[O:16])=[O:15])=[CH:10][CH:9]=1)(O)=[O:2].Cl.CN(C)CCCN=C=NCC.[OH:42][N:43]1C2C=CC=CC=2N=N1.[NH2:52][C:53]1[CH:58]=[CH:57][CH:56]=[CH:55][C:54]=1O.CN1CCOCC1. The catalyst is CN(C)C=O. The product is [O:2]1[C:54]2[CH:55]=[CH:56][CH:57]=[CH:58][C:53]=2[N:52]=[C:1]1[CH2:4][CH2:5][CH2:6][O:7][C:8]1[CH:9]=[CH:10][C:11]([S:14]([C:17]2([C:23]([NH:43][OH:42])=[O:25])[CH2:18][CH2:19][O:20][CH2:21][CH2:22]2)(=[O:15])=[O:16])=[CH:12][CH:13]=1. The yield is 0.820. (8) The reactants are C1(P([CH2:15][S:16]([NH:19][C:20](=[O:26])[O:21][C:22]([CH3:25])([CH3:24])[CH3:23])(=[O:18])=[O:17])(C2C=CC=CC=2)=O)C=CC=CC=1.[H-].[Na+].[Cl:29][C:30]1[CH:47]=[C:46]([Cl:48])[CH:45]=[CH:44][C:31]=1[CH2:32][N:33]1[C:37]([CH:38]=O)=[CH:36][C:35]([O:40][CH:41]([CH3:43])[CH3:42])=[N:34]1. The catalyst is CN(C)C=O.[Cl-].[Na+].O. The product is [Cl:29][C:30]1[CH:47]=[C:46]([Cl:48])[CH:45]=[CH:44][C:31]=1[CH2:32][N:33]1[C:37](/[CH:38]=[CH:15]/[S:16]([NH:19][C:20](=[O:26])[O:21][C:22]([CH3:24])([CH3:23])[CH3:25])(=[O:18])=[O:17])=[CH:36][C:35]([O:40][CH:41]([CH3:43])[CH3:42])=[N:34]1. The yield is 0.390. (9) The reactants are [N:1]1([C:7]([O:9][C:10]([CH3:13])([CH3:12])[CH3:11])=[O:8])[CH2:6][CH2:5][NH:4][CH2:3][CH2:2]1.C(N(CC)CC)C.[Cl:21][C:22]1[N:27]=[CH:26][C:25]([S:28](Cl)(=[O:30])=[O:29])=[CH:24][CH:23]=1.CO.C(Cl)Cl. The catalyst is CN(C)C1C=CN=CC=1.C(Cl)Cl. The product is [Cl:21][C:22]1[N:27]=[CH:26][C:25]([S:28]([N:4]2[CH2:5][CH2:6][N:1]([C:7]([O:9][C:10]([CH3:13])([CH3:12])[CH3:11])=[O:8])[CH2:2][CH2:3]2)(=[O:30])=[O:29])=[CH:24][CH:23]=1. The yield is 0.840.